This data is from Catalyst prediction with 721,799 reactions and 888 catalyst types from USPTO. The task is: Predict which catalyst facilitates the given reaction. (1) Reactant: [CH2:1]([O:3][C:4](=[O:34])[CH2:5][N:6]([C@H:14]([CH2:25][C:26]1[CH:31]=[CH:30][C:29]([O:32][CH3:33])=[CH:28][CH:27]=1)[C:15]([N:17]1[CH2:21][CH2:20][CH2:19][C@H:18]1[C:22](O)=[O:23])=[O:16])[C:7]([O:9][C:10]([CH3:13])([CH3:12])[CH3:11])=[O:8])[CH3:2].[NH2:35][CH2:36][C:37]1[CH:38]=[C:39]2[C:44](=[CH:45][CH:46]=1)[C:43]([NH2:47])=[N:42][CH:41]=[CH:40]2.CN1CCOCC1.F[B-](F)(F)F.N1(OC(N(C)C)=[N+](C)C)C2C=CC=CC=2N=N1. Product: [CH2:1]([O:3][C:4](=[O:34])[CH2:5][N:6]([C@H:14]([CH2:25][C:26]1[CH:27]=[CH:28][C:29]([O:32][CH3:33])=[CH:30][CH:31]=1)[C:15]([N:17]1[CH2:21][CH2:20][CH2:19][C@H:18]1[C:22](=[O:23])[NH:35][CH2:36][C:37]1[CH:38]=[C:39]2[C:44](=[CH:45][CH:46]=1)[C:43]([NH2:47])=[N:42][CH:41]=[CH:40]2)=[O:16])[C:7]([O:9][C:10]([CH3:12])([CH3:13])[CH3:11])=[O:8])[CH3:2]. The catalyst class is: 9. (2) Reactant: [CH3:1][N:2]1[CH2:7][CH2:6][C:5](=O)[CH2:4][CH2:3]1.[N:9]1([C:14]2[CH:15]=[C:16]3[C:20](=[CH:21][CH:22]=2)[NH:19][CH:18]=[CH:17]3)[CH2:13][CH2:12][CH2:11][CH2:10]1.[OH-].[K+]. Product: [CH3:1][N:2]1[CH2:7][CH:6]=[C:5]([C:17]2[C:16]3[C:20](=[CH:21][CH:22]=[C:14]([N:9]4[CH2:13][CH2:12][CH2:11][CH2:10]4)[CH:15]=3)[NH:19][CH:18]=2)[CH2:4][CH2:3]1. The catalyst class is: 5. (3) Reactant: [OH:1][C:2]([C:12]1[CH:17]=[CH:16][C:15]([N+:18]([O-])=O)=[CH:14][CH:13]=1)([CH3:11])[CH2:3][NH:4][S:5]([CH:8]([CH3:10])[CH3:9])(=[O:7])=[O:6].[H][H]. Product: [NH2:18][C:15]1[CH:14]=[CH:13][C:12]([C:2]([OH:1])([CH3:11])[CH2:3][NH:4][S:5]([CH:8]([CH3:9])[CH3:10])(=[O:7])=[O:6])=[CH:17][CH:16]=1. The catalyst class is: 78. (4) Product: [Cl:4][C:5]1[CH:10]=[C:9]([NH:11][C:12](=[O:17])[C:13]([NH:2][NH2:3])=[O:14])[CH:8]=[CH:7][C:6]=1[C@H:18]1[CH2:23][CH2:22][C@H:21]([CH:24]([CH3:30])[C:25]([O:27][CH2:28][CH3:29])=[O:26])[CH2:20][CH2:19]1. The catalyst class is: 8. Reactant: O.[NH2:2][NH2:3].[Cl:4][C:5]1[CH:10]=[C:9]([NH:11][C:12](=[O:17])[C:13](OC)=[O:14])[CH:8]=[CH:7][C:6]=1[CH:18]1[CH2:23][CH2:22][CH:21]([CH:24]([CH3:30])[C:25]([O:27][CH2:28][CH3:29])=[O:26])[CH2:20][CH2:19]1.